This data is from Forward reaction prediction with 1.9M reactions from USPTO patents (1976-2016). The task is: Predict the product of the given reaction. (1) Given the reactants C(Cl)(=O)C([Cl:4])=O.[CH:7]([N:10]([CH:13]([CH3:15])[CH3:14])[CH:11]=O)([CH3:9])[CH3:8].[NH2:16][C:17]1[N:22]=[C:21](O)[C:20]([I:24])=[CH:19][N:18]=1, predict the reaction product. The product is: [Cl:4][C:21]1[C:20]([I:24])=[CH:19][N:18]=[C:17]([N:16]=[CH:11][N:10]([CH:13]([CH3:15])[CH3:14])[CH:7]([CH3:9])[CH3:8])[N:22]=1. (2) Given the reactants Br[CH2:2][CH:3]1[N:9]2[C:10](=[O:13])[O:11][N:12]=[C:8]2[CH2:7][CH2:6][CH2:5][CH2:4]1.[O-:14][CH2:15][CH3:16].[Na+], predict the reaction product. The product is: [CH2:15]([O:14][CH2:2][CH:3]1[N:9]2[C:10](=[O:13])[O:11][N:12]=[C:8]2[CH2:7][CH2:6][CH2:5][CH2:4]1)[CH3:16]. (3) Given the reactants [C:1]([O:5][C:6]([N:8]1[CH2:13][CH2:12][CH:11]([C:14]2[CH:19]=[CH:18][CH:17]=[CH:16][C:15]=2[S:20][Si](C(C)C)(C(C)C)C(C)C)[CH2:10][CH2:9]1)=[O:7])([CH3:4])([CH3:3])[CH3:2].I[C:32]1[CH:37]=[CH:36][C:35]([C:38]([F:41])([F:40])[F:39])=[CH:34][CH:33]=1.CC(C)([O-])C.[K+].[F-].C([N+](CCCC)(CCCC)CCCC)CCC, predict the reaction product. The product is: [C:1]([O:5][C:6]([N:8]1[CH2:13][CH2:12][CH:11]([C:14]2[CH:19]=[CH:18][CH:17]=[CH:16][C:15]=2[S:20][C:32]2[CH:37]=[CH:36][C:35]([C:38]([F:41])([F:40])[F:39])=[CH:34][CH:33]=2)[CH2:10][CH2:9]1)=[O:7])([CH3:2])([CH3:3])[CH3:4]. (4) The product is: [CH3:2][O:3][N:4]([CH3:5])[C:17](=[O:19])[CH:16]([C:13]1[CH:12]=[CH:11][C:10]([S:7]([CH3:6])(=[O:8])=[O:9])=[CH:15][CH:14]=1)[CH2:20][CH:21]1[CH2:25][CH2:24][O:23][CH2:22]1. Given the reactants Cl.[CH3:2][O:3][NH:4][CH3:5].[CH3:6][S:7]([C:10]1[CH:15]=[CH:14][C:13]([CH:16]([CH2:20][CH:21]2[CH2:25][CH2:24][O:23][CH2:22]2)[C:17]([OH:19])=O)=[CH:12][CH:11]=1)(=[O:9])=[O:8].Cl.CN(C)CCCN=C=NCC.ON1C2C=CC=CC=2N=N1, predict the reaction product. (5) Given the reactants [CH:1]1[C:6]2[CH2:7][CH2:8][CH:9]([C:13]([O:15]CC)=[O:14])[CH2:10][C:11](=[O:12])[C:5]=2[CH:4]=[CH:3][CH:2]=1.[OH-].[Na+], predict the reaction product. The product is: [CH:1]1[C:6]2[CH2:7][CH2:8][CH:9]([C:13]([OH:15])=[O:14])[CH2:10][C:11](=[O:12])[C:5]=2[CH:4]=[CH:3][CH:2]=1. (6) Given the reactants Br[C:2]1[CH:6]=[CH:5][S:4][C:3]=1[C:7]#[N:8].[B:9]1([B:9]2[O:13][C:12]([CH3:15])([CH3:14])[C:11]([CH3:17])([CH3:16])[O:10]2)[O:13][C:12]([CH3:15])([CH3:14])[C:11]([CH3:17])([CH3:16])[O:10]1, predict the reaction product. The product is: [CH3:16][C:11]1([CH3:17])[C:12]([CH3:15])([CH3:14])[O:13][B:9]([C:2]2[CH:6]=[CH:5][S:4][C:3]=2[C:7]#[N:8])[O:10]1. (7) Given the reactants [CH3:1][C:2](O)([CH3:14])[CH2:3][C:4]1[C:13]2[C:8](=[CH:9][CH:10]=[CH:11][CH:12]=2)[CH:7]=[CH:6][CH:5]=1.S(=O)(=O)(O)[OH:17].[C:21](#[N:23])[CH3:22], predict the reaction product. The product is: [CH3:1][C:2]([NH:23][C:21](=[O:17])[CH3:22])([CH3:14])[CH2:3][C:4]1[C:13]2[C:8](=[CH:9][CH:10]=[CH:11][CH:12]=2)[CH:7]=[CH:6][CH:5]=1.